Dataset: TCR-epitope binding with 47,182 pairs between 192 epitopes and 23,139 TCRs. Task: Binary Classification. Given a T-cell receptor sequence (or CDR3 region) and an epitope sequence, predict whether binding occurs between them. (1) The epitope is KLPDDFTGCV. The TCR CDR3 sequence is CASSQTERGGLDEQFF. Result: 1 (the TCR binds to the epitope). (2) The epitope is TTLPVNVAF. The TCR CDR3 sequence is CASSQDVNDRVYDSTEAFF. Result: 0 (the TCR does not bind to the epitope). (3) The epitope is PKYVKQNTLKLAT. The TCR CDR3 sequence is CASSQSLHGATNEKLFF. Result: 1 (the TCR binds to the epitope). (4) The epitope is TAFTIPSI. The TCR CDR3 sequence is CSARDLGGSYNSPLHF. Result: 0 (the TCR does not bind to the epitope). (5) The epitope is FADDLNQLTGY. The TCR CDR3 sequence is CASSQDLGSGANVLTF. Result: 0 (the TCR does not bind to the epitope). (6) The epitope is HLVDFQVTI. The TCR CDR3 sequence is CASSTTENSNQPQHF. Result: 0 (the TCR does not bind to the epitope). (7) The epitope is HPVGEADYFEY. The TCR CDR3 sequence is CASYPVPGLKTQYF. Result: 0 (the TCR does not bind to the epitope).